Dataset: hERG potassium channel inhibition data for cardiac toxicity prediction from Karim et al.. Task: Regression/Classification. Given a drug SMILES string, predict its toxicity properties. Task type varies by dataset: regression for continuous values (e.g., LD50, hERG inhibition percentage) or binary classification for toxic/non-toxic outcomes (e.g., AMES mutagenicity, cardiotoxicity, hepatotoxicity). Dataset: herg_karim. (1) The drug is O=C(N[C@@H]1CN2CCC1CC2)c1cccc2oc(N3CCOCC3)nc12. The result is 1 (blocker). (2) The compound is O=C(Nc1ccc(F)cn1)[C@H](CN1CC(O)C1)Oc1ncnc2c1cnn2-c1c(F)cccc1Cl. The result is 0 (non-blocker). (3) The compound is O=C(Cc1ccc(OCC[C@@H]2C[C@@H]2C2CCN(c3ncc(Cl)cn3)CC2)nc1)N1CCC1. The result is 1 (blocker).